Dataset: Catalyst prediction with 721,799 reactions and 888 catalyst types from USPTO. Task: Predict which catalyst facilitates the given reaction. (1) Reactant: [CH3:1][O:2][C:3]1[C:8]2[N:9]=[C:10]([C:12]([OH:14])=O)[S:11][C:7]=2[C:6]([N:15]2[CH2:20][CH2:19][O:18][CH2:17][CH2:16]2)=[CH:5][CH:4]=1.C(N1C=CN=C1)(N1C=CN=C1)=O.Cl.[NH2:34][CH2:35][C:36]([C:38]1[CH:43]=[CH:42][CH:41]=[CH:40][CH:39]=1)=[O:37].C(N(CC)CC)C. Product: [O:37]=[C:36]([C:38]1[CH:43]=[CH:42][CH:41]=[CH:40][CH:39]=1)[CH2:35][NH:34][C:12]([C:10]1[S:11][C:7]2[C:6]([N:15]3[CH2:20][CH2:19][O:18][CH2:17][CH2:16]3)=[CH:5][CH:4]=[C:3]([O:2][CH3:1])[C:8]=2[N:9]=1)=[O:14]. The catalyst class is: 18. (2) Reactant: [NH2:1][CH2:2][CH:3]([C:5]1[N:9]=[C:8]([NH:10][C:11](=[O:17])[O:12][C:13]([CH3:16])([CH3:15])[CH3:14])[S:7][N:6]=1)[CH3:4].C(N(CC)CC)C.[C:25](Cl)(=[O:29])[CH2:26][CH2:27][CH3:28]. Product: [C:25]([NH:1][CH2:2][CH:3]([C:5]1[N:9]=[C:8]([NH:10][C:11](=[O:17])[O:12][C:13]([CH3:16])([CH3:15])[CH3:14])[S:7][N:6]=1)[CH3:4])(=[O:29])[CH2:26][CH2:27][CH3:28]. The catalyst class is: 2. (3) Reactant: [CH2:1]([O:8][CH2:9][C:10]1[CH:18]=[C:17]([O:19][CH2:20][O:21][CH3:22])[CH:16]=[C:15]([O:23][CH2:24][O:25][CH3:26])[C:11]=1[C:12](O)=[O:13])[C:2]1[CH:7]=[CH:6][CH:5]=[CH:4][CH:3]=1.[NH2:27][C:28]1[CH:33]=[CH:32][CH:31]=[CH:30][CH:29]=1.O.ON1C2C=CC=CC=2N=N1.Cl.CN(C)CCCN=C=NCC. Product: [CH2:1]([O:8][CH2:9][C:10]1[CH:18]=[C:17]([O:19][CH2:20][O:21][CH3:22])[CH:16]=[C:15]([O:23][CH2:24][O:25][CH3:26])[C:11]=1[C:12]([NH:27][C:28]1[CH:33]=[CH:32][CH:31]=[CH:30][CH:29]=1)=[O:13])[C:2]1[CH:3]=[CH:4][CH:5]=[CH:6][CH:7]=1. The catalyst class is: 217. (4) Reactant: [Cl:1][C:2]1[CH:3]=[C:4]([CH:14]=[C:15]([Cl:18])[C:16]=1[Cl:17])[CH2:5][N:6]1[CH:10]=[C:9]([C:11](=[O:13])[CH3:12])[N:8]=[N:7]1.[BrH:19].BrBr. Product: [Br:19][CH2:12][C:11]([C:9]1[N:8]=[N:7][N:6]([CH2:5][C:4]2[CH:3]=[C:2]([Cl:1])[C:16]([Cl:17])=[C:15]([Cl:18])[CH:14]=2)[CH:10]=1)=[O:13]. The catalyst class is: 559. (5) Reactant: COC1C=CC(C[O:10][C:11]2[N:16]=[CH:15][C:14]([O:17][CH2:18][CH2:19][N:20]([CH2:33][C:34]([F:37])([F:36])[F:35])[C:21]3[CH:28]=[CH:27][C:24]([C:25]#[N:26])=[C:23]([C:29]([F:32])([F:31])[F:30])[CH:22]=3)=[CH:13][CH:12]=2)=CC=1. Product: [O:10]=[C:11]1[NH:16][CH:15]=[C:14]([O:17][CH2:18][CH2:19][N:20]([CH2:33][C:34]([F:37])([F:35])[F:36])[C:21]2[CH:28]=[CH:27][C:24]([C:25]#[N:26])=[C:23]([C:29]([F:30])([F:31])[F:32])[CH:22]=2)[CH:13]=[CH:12]1. The catalyst class is: 45. (6) Reactant: [CH3:1][N:2]1[CH2:7][CH2:6][N:5]([CH2:8][CH2:9][CH2:10][O:11][C:12]2[CH:21]=[C:20]3[C:15]([C:16](=[O:30])[N:17](COC(=O)C(C)(C)C)[CH:18]=[N:19]3)=[CH:14][C:13]=2[O:31][CH3:32])[CH2:4][CH2:3]1.N. Product: [CH3:1][N:2]1[CH2:3][CH2:4][N:5]([CH2:8][CH2:9][CH2:10][O:11][C:12]2[CH:21]=[C:20]3[C:15]([C:16](=[O:30])[NH:17][CH:18]=[N:19]3)=[CH:14][C:13]=2[O:31][CH3:32])[CH2:6][CH2:7]1. The catalyst class is: 5. (7) Reactant: [OH:1][C@@H:2]([C@H:13]1[C@H:15]([CH2:16][CH2:17][CH2:18][CH2:19][CH2:20][CH2:21][CH2:22][CH2:23][CH2:24][CH2:25][CH2:26][CH2:27][CH3:28])[O:14]1)[C@@H:3]([NH:5]C(=O)OC(C)(C)C)[CH3:4].COCCO[AlH2-]OCCOC.[Na+:40].FC(F)(F)C(O)=O. Product: [OH-:1].[Na+:40].[CH3:28][CH2:27][CH2:26][CH2:25][CH2:24][CH2:23][CH2:22][CH2:21][CH2:20][CH2:19][CH2:18][CH2:17][CH2:16][C@H:15]([OH:14])[CH2:13][C@H:2]([OH:1])[C@@H:3]([NH2:5])[CH3:4]. The catalyst class is: 1. (8) Reactant: Cl[C:2]1[N:7]=[C:6]([N:8]2[CH2:13][CH2:12][O:11][CH2:10][C@H:9]2[CH3:14])[CH:5]=[C:4]([C:15]2([S:21]([CH2:24][CH3:25])(=[O:23])=[O:22])[CH2:20][CH2:19][O:18][CH2:17][CH2:16]2)[N:3]=1.C(=O)([O-])[O-].[Na+].[Na+].[NH:32]1[C:40]2[C:35](=[C:36](B(O)O)[CH:37]=[CH:38][CH:39]=2)[CH:34]=[CH:33]1. Product: [CH2:24]([S:21]([C:15]1([C:4]2[CH:5]=[C:6]([N:8]3[CH2:13][CH2:12][O:11][CH2:10][C@H:9]3[CH3:14])[N:7]=[C:2]([C:36]3[CH:37]=[CH:38][CH:39]=[C:40]4[C:35]=3[CH:34]=[CH:33][NH:32]4)[N:3]=2)[CH2:20][CH2:19][O:18][CH2:17][CH2:16]1)(=[O:23])=[O:22])[CH3:25]. The catalyst class is: 600.